This data is from hERG Central: cardiac toxicity at 1µM, 10µM, and general inhibition. The task is: Predict hERG channel inhibition at various concentrations. (1) The drug is N#Cc1ccc(CN2CCN(C(=O)c3cc(C4CC4)nn3-c3ccccc3)CC2)cc1. Results: hERG_inhib (hERG inhibition (general)): blocker. (2) The drug is Cc1ccc(O)c(Nc2c3ccccc3nc3ccccc23)c1. Results: hERG_inhib (hERG inhibition (general)): blocker. (3) The compound is CCOC(=O)c1cccc(NC(=O)CSc2nnc(COc3ccccc3)n2CC)c1. Results: hERG_inhib (hERG inhibition (general)): blocker. (4) The drug is CN(Cc1ccc(OC(F)F)cc1)C(=O)c1ccc2nccnc2c1. Results: hERG_inhib (hERG inhibition (general)): blocker. (5) The molecule is Cc1ccc(S(=O)(=O)NCCNC(=O)c2ccc(C)nc2)cc1. Results: hERG_inhib (hERG inhibition (general)): blocker. (6) The compound is Cc1cc(N2CCN(C3CCCCC3)CC2)n2nc(C)nc2n1. Results: hERG_inhib (hERG inhibition (general)): blocker. (7) The drug is COC(=O)CCNCCSc1nnc(-c2ccco2)n1Cc1ccccc1.O=C(O)C(=O)O. Results: hERG_inhib (hERG inhibition (general)): blocker.